Dataset: Full USPTO retrosynthesis dataset with 1.9M reactions from patents (1976-2016). Task: Predict the reactants needed to synthesize the given product. Given the product [CH2:24]1[C:20]2([CH2:25][CH2:26][CH2:27][CH:28]=[C:19]2[C:17](=[O:18])/[CH:16]=[CH:15]/[CH3:29])[CH2:21][CH:22]=[CH:23]1, predict the reactants needed to synthesize it. The reactants are: C1C2(CCCC=C2C(=O)C)CC=C1.O[CH:15]([CH3:29])[CH2:16][C:17]([C:19]1[C:20]2([CH2:25][CH2:26][CH2:27][CH:28]=1)[CH2:24][CH:23]=[CH:22][CH2:21]2)=[O:18].CC(OC(C)=O)=O.C(O[Na])(C)=O.